The task is: Binary Classification. Given a T-cell receptor sequence (or CDR3 region) and an epitope sequence, predict whether binding occurs between them.. This data is from TCR-epitope binding with 47,182 pairs between 192 epitopes and 23,139 TCRs. (1) The epitope is EEHVQIHTI. The TCR CDR3 sequence is CASSGKLGTQYF. Result: 1 (the TCR binds to the epitope). (2) Result: 1 (the TCR binds to the epitope). The epitope is KPLEFGATSAAL. The TCR CDR3 sequence is RASSTYRDRGIGMNTEAFF. (3) The epitope is LLFGYPVYV. The TCR CDR3 sequence is CSVVDSGKTHNEQFF. Result: 0 (the TCR does not bind to the epitope). (4) The epitope is FLNRFTTTL. The TCR CDR3 sequence is CARSPGTKQSNGYEQYF. Result: 1 (the TCR binds to the epitope). (5) The epitope is MLNIPSINV. The TCR CDR3 sequence is CSARDYKLLLQETQYF. Result: 0 (the TCR does not bind to the epitope). (6) The epitope is RPPIFIRRL. The TCR CDR3 sequence is CASSNRDRALETQYF. Result: 0 (the TCR does not bind to the epitope). (7) The epitope is VLWAHGFEL. The TCR CDR3 sequence is CASSLGDPGGFMAFF. Result: 1 (the TCR binds to the epitope). (8) The epitope is KLGGALQAK. The TCR CDR3 sequence is CASSLGTHATNEKLFF. Result: 1 (the TCR binds to the epitope). (9) The epitope is LEPLVDLPI. The TCR CDR3 sequence is CASSQVKDSLREQYF. Result: 1 (the TCR binds to the epitope). (10) The epitope is GTSGSPIIDK. The TCR CDR3 sequence is CASNLGGGNQETQYF. Result: 1 (the TCR binds to the epitope).